From a dataset of PAMPA (Parallel Artificial Membrane Permeability Assay) permeability data from NCATS. Regression/Classification. Given a drug SMILES string, predict its absorption, distribution, metabolism, or excretion properties. Task type varies by dataset: regression for continuous measurements (e.g., permeability, clearance, half-life) or binary classification for categorical outcomes (e.g., BBB penetration, CYP inhibition). Dataset: pampa_ncats. (1) The compound is C1=CC=C2C(=C1)C=C(N2CC(=O)O)C(=O)NC3=NC(=CS3)C4=CC=CC=C4Cl. The result is 1 (high permeability). (2) The compound is CC1=C(C(=NO1)C)S(=O)(=O)N2CCC3(CC2)C4=C(CCN3)C5=C(N4)C=CC(=C5)OC. The result is 1 (high permeability).